This data is from Reaction yield outcomes from USPTO patents with 853,638 reactions. The task is: Predict the reaction yield, written as a fraction of the theoretical maximum amount of product (1.0 means a 100% yield; for example, 0.34 means a 34% yield). The yield is 0.540. The product is [N:7]1[C:6]2[O:9][CH2:10][CH2:11][CH2:12][C:5]=2[CH:4]=[C:3]([CH:1]=[O:15])[N:8]=1. The catalyst is O1CCOCC1.[Os](=O)(=O)(=O)=O. The reactants are [CH:1]([C:3]1[N:8]=[N:7][C:6]2[O:9][CH2:10][CH2:11][CH2:12][C:5]=2[CH:4]=1)=C.O.I([O-])(=O)(=O)=[O:15].[Na+].